This data is from Full USPTO retrosynthesis dataset with 1.9M reactions from patents (1976-2016). The task is: Predict the reactants needed to synthesize the given product. (1) The reactants are: [Cl:1][C:2]1[CH:7]=[C:6]([NH:8][C:9](=O)[C:10]([CH3:13])(C)C)[CH:5]=[C:4]([Cl:15])[N:3]=1.C([Li])CCC.CN(C)/C=C/C=O.C(OCC)C. Given the product [Cl:15][C:4]1[N:3]=[C:2]([Cl:1])[CH:7]=[C:6]2[C:5]=1[CH:13]=[CH:10][CH:9]=[N:8]2, predict the reactants needed to synthesize it. (2) Given the product [CH3:18][C:19]1[CH:20]=[C:21]([NH:22][C:15](=[O:16])[CH:14]=[CH:13][S:12][C:6]2[CH:11]=[CH:10][CH:9]=[CH:8][CH:7]=2)[CH:23]=[CH:24][CH:25]=1, predict the reactants needed to synthesize it. The reactants are: C1COCC1.[C:6]1([S:12][CH:13]=[CH:14][C:15](Cl)=[O:16])[CH:11]=[CH:10][CH:9]=[CH:8][CH:7]=1.[CH3:18][C:19]1[CH:20]=[C:21]([CH:23]=[CH:24][CH:25]=1)[NH2:22].